The task is: Predict which catalyst facilitates the given reaction.. This data is from Catalyst prediction with 721,799 reactions and 888 catalyst types from USPTO. (1) Reactant: [Cl:1][C:2]1[CH:7]=[C:6]([CH3:8])[N:5]=[C:4]([NH2:9])[N:3]=1.[Br:10]Br. Product: [Br:10][C:7]1[C:2]([Cl:1])=[N:3][C:4]([NH2:9])=[N:5][C:6]=1[CH3:8]. The catalyst class is: 98. (2) Reactant: [O:1]=[C:2]1[NH:7][C:6]2[CH:8]=[C:9]([C:11]3[CH:16]=[CH:15][CH:14]=[CH:13][CH:12]=3)[S:10][C:5]=2[C:4](=[O:17])[N:3]1[CH:18]1[CH2:23][CH2:22][N:21]([C:24]([O:26][C:27]([CH3:30])([CH3:29])[CH3:28])=[O:25])[CH2:20][CH2:19]1.[C:31]([C:35]1[O:36][C:37]([CH2:40]Cl)=[N:38][N:39]=1)([CH3:34])([CH3:33])[CH3:32].C(=O)([O-])[O-].[K+].[K+]. Product: [C:31]([C:35]1[O:36][C:37]([CH2:40][N:7]2[C:6]3[CH:8]=[C:9]([C:11]4[CH:16]=[CH:15][CH:14]=[CH:13][CH:12]=4)[S:10][C:5]=3[C:4](=[O:17])[N:3]([CH:18]3[CH2:23][CH2:22][N:21]([C:24]([O:26][C:27]([CH3:30])([CH3:29])[CH3:28])=[O:25])[CH2:20][CH2:19]3)[C:2]2=[O:1])=[N:38][N:39]=1)([CH3:34])([CH3:33])[CH3:32]. The catalyst class is: 3. (3) Reactant: [CH3:1][CH:2]([CH3:12])[CH2:3][CH2:4][CH2:5][CH2:6][CH2:7][CH2:8][C:9]([OH:11])=[O:10].[CH2:13](O)[C:14]1[CH:22]=[CH:21][C:19]([OH:20])=[C:16]([O:17][CH3:18])[CH:15]=1.O. Product: [CH3:1][CH:2]([CH2:3][CH2:4][CH2:5][CH2:6][CH2:7][CH2:8][C:9]([O:11][CH2:13][C:14]1[CH:22]=[CH:21][C:19]([OH:20])=[C:16]([O:17][CH3:18])[CH:15]=1)=[O:10])[CH3:12]. The catalyst class is: 81. (4) Reactant: [Br:1][C:2]1[CH:7]=[CH:6][C:5]([CH:8]([C:10]2[CH:15]=[CH:14][CH:13]=[CH:12][CH:11]=2)O)=[CH:4][CH:3]=1.C(O)(C(F)(F)F)=O.[SiH](CC)(CC)CC. Product: [Br:1][C:2]1[CH:3]=[CH:4][C:5]([CH2:8][C:10]2[CH:11]=[CH:12][CH:13]=[CH:14][CH:15]=2)=[CH:6][CH:7]=1. The catalyst class is: 2. (5) Reactant: C1C=CC(P(N=[N+]=[N-])(C2C=CC=CC=2)=[O:8])=CC=1.[C:18]([C:22]1[CH:26]=[C:25](C(O)=O)[N:24]([C:30]2[CH:35]=[CH:34][CH:33]=[C:32]([CH2:36][P:37]([CH3:40])([CH3:39])=[O:38])[CH:31]=2)[N:23]=1)([CH3:21])([CH3:20])[CH3:19].C([N:43]([CH2:46]C)CC)C.[NH2:48][C:49]1[C:58]2[C:53](=[CH:54][CH:55]=[CH:56][CH:57]=2)[C:52]([O:59][C:60]2[CH:65]=[CH:64][N:63]=[C:62]([NH:66][C:67]3[CH:72]=[CH:71][CH:70]=[CH:69][CH:68]=3)[CH:61]=2)=[CH:51][CH:50]=1. Product: [C:18]([C:22]1[CH:26]=[C:25]([NH:43][C:46]([NH:48][C:49]2[C:58]3[C:53](=[CH:54][CH:55]=[CH:56][CH:57]=3)[C:52]([O:59][C:60]3[CH:65]=[CH:64][N:63]=[C:62]([NH:66][C:67]4[CH:68]=[CH:69][CH:70]=[CH:71][CH:72]=4)[CH:61]=3)=[CH:51][CH:50]=2)=[O:8])[N:24]([C:30]2[CH:35]=[CH:34][CH:33]=[C:32]([CH2:36][P:37]([CH3:40])([CH3:39])=[O:38])[CH:31]=2)[N:23]=1)([CH3:20])([CH3:19])[CH3:21]. The catalyst class is: 18.